Dataset: Forward reaction prediction with 1.9M reactions from USPTO patents (1976-2016). Task: Predict the product of the given reaction. Given the reactants [O:1]1[CH2:3][C@H:2]1[CH2:4]OS(C1C=CC=C([N+]([O-])=O)C=1)(=O)=O.[OH:18][C:19]1[CH:28]=[CH:27][CH:26]=[CH:25][C:20]=1[C:21]([NH:23][CH3:24])=[O:22].C(=O)([O-])[O-].[Cs+].[Cs+], predict the reaction product. The product is: [CH3:24][NH:23][C:21](=[O:22])[C:20]1[CH:25]=[CH:26][CH:27]=[CH:28][C:19]=1[O:18][CH2:4][C@@H:2]1[CH2:3][O:1]1.